This data is from Full USPTO retrosynthesis dataset with 1.9M reactions from patents (1976-2016). The task is: Predict the reactants needed to synthesize the given product. (1) Given the product [Cl:85][C:82]1[CH:83]=[CH:84][C:79]([C:64]2[C:63]3[CH:86]=[C:59]([O:58][CH2:57][CH2:56][O:55][CH2:54][CH2:53][O:52][CH2:51][CH2:50][O:49][CH2:48][CH2:47][O:46][CH2:45][CH2:44][O:43][CH2:42][CH2:41][NH:40][C:26](=[O:27])[CH2:25][C@@H:10]4[N:9]=[C:8]([C:5]5[CH:6]=[CH:7][C:2]([Cl:1])=[CH:3][CH:4]=5)[C:14]5[CH:15]=[C:16]([O:19][CH3:20])[CH:17]=[CH:18][C:13]=5[N:12]5[C:21]([CH3:24])=[N:22][N:23]=[C:11]45)[CH:60]=[CH:61][C:62]=3[N:68]3[C:69]([CH3:72])=[N:70][N:71]=[C:67]3[C@H:66]([CH2:73][C:74]([NH:76][CH2:77][CH3:78])=[O:75])[N:65]=2)=[CH:80][CH:81]=1, predict the reactants needed to synthesize it. The reactants are: [Cl:1][C:2]1[CH:7]=[CH:6][C:5]([C:8]2[C:14]3[CH:15]=[C:16]([O:19][CH3:20])[CH:17]=[CH:18][C:13]=3[N:12]3[C:21]([CH3:24])=[N:22][N:23]=[C:11]3[C@H:10]([CH2:25][C:26](O)=[O:27])[N:9]=2)=[CH:4][CH:3]=1.CCN=C=NCCCN(C)C.[NH2:40][CH2:41][CH2:42][O:43][CH2:44][CH2:45][O:46][CH2:47][CH2:48][O:49][CH2:50][CH2:51][O:52][CH2:53][CH2:54][O:55][CH2:56][CH2:57][O:58][C:59]1[CH:60]=[CH:61][C:62]2[N:68]3[C:69]([CH3:72])=[N:70][N:71]=[C:67]3[C@H:66]([CH2:73][C:74]([NH:76][CH2:77][CH3:78])=[O:75])[N:65]=[C:64]([C:79]3[CH:84]=[CH:83][C:82]([Cl:85])=[CH:81][CH:80]=3)[C:63]=2[CH:86]=1. (2) The reactants are: [Br:1][C:2]1[CH:3]=[CH:4][C:5]([F:19])=[C:6]([CH2:8][NH:9][C:10]2[C:11]([F:18])=[C:12]([OH:17])[CH:13]=[CH:14][C:15]=2[F:16])[CH:7]=1.C([O-])([O-])=O.[Na+].[Na+].Br[CH2:27][C:28]([O:30][CH2:31][CH3:32])=[O:29].O. Given the product [Br:1][C:2]1[CH:3]=[CH:4][C:5]([F:19])=[C:6]([CH2:8][NH:9][C:10]2[C:11]([F:18])=[C:12]([CH:13]=[CH:14][C:15]=2[F:16])[O:17][CH2:27][C:28]([O:30][CH2:31][CH3:32])=[O:29])[CH:7]=1, predict the reactants needed to synthesize it. (3) Given the product [CH3:28][O:27][C:23](=[O:26])[CH2:24][CH2:25][N:8]1[C:7]2[CH:6]=[CH:5][CH:4]=[C:3]([CH2:1][CH3:2])[C:12]=2[O:11][CH:10]([CH:13]([CH3:15])[CH3:14])[C:9]1=[O:16], predict the reactants needed to synthesize it. The reactants are: [CH2:1]([C:3]1[C:12]2[O:11][CH:10]([CH:13]([CH3:15])[CH3:14])[C:9](=[O:16])[NH:8][C:7]=2[CH:6]=[CH:5][CH:4]=1)[CH3:2].C(=O)([O-])[O-].[K+].[K+].[C:23]([O:27][CH3:28])(=[O:26])[CH:24]=[CH2:25].C(O)(=O)CC(CC(O)=O)(C(O)=O)O. (4) Given the product [C:1]([O:5][C:6]([N:8]1[CH2:16][C:15]2[C:10](=[CH:11][C:12]([O:25][CH:22]3[CH2:23][CH2:24][O:19][CH2:20][CH2:21]3)=[C:13]([Cl:17])[CH:14]=2)[CH2:9]1)=[O:7])([CH3:4])([CH3:3])[CH3:2], predict the reactants needed to synthesize it. The reactants are: [C:1]([O:5][C:6]([N:8]1[CH2:16][C:15]2[C:10](=[CH:11][C:12](I)=[C:13]([Cl:17])[CH:14]=2)[CH2:9]1)=[O:7])([CH3:4])([CH3:3])[CH3:2].[O:19]1[CH2:24][CH2:23][CH:22]([OH:25])[CH2:21][CH2:20]1. (5) The reactants are: [CH3:1][O:2][C:3]1[CH:4]=[C:5]([P:12](=[O:15])([CH3:14])[CH3:13])[CH:6]=[CH:7][C:8]=1[N+:9]([O-])=O. Given the product [CH3:14][P:12]([C:5]1[CH:6]=[CH:7][C:8]([NH2:9])=[C:3]([O:2][CH3:1])[CH:4]=1)([CH3:13])=[O:15], predict the reactants needed to synthesize it.